This data is from Catalyst prediction with 721,799 reactions and 888 catalyst types from USPTO. The task is: Predict which catalyst facilitates the given reaction. (1) Reactant: [F:1][C:2]1[CH:10]=[CH:9][CH:8]=[C:7]2[C:3]=1[C:4]([OH:11])=[N:5][NH:6]2.[CH3:12][CH:13]1[CH2:18][CH2:17][N:16]([C:19](Cl)=[O:20])[CH2:15][CH2:14]1. Product: [CH3:12][CH:13]1[CH2:18][CH2:17][N:16]([C:19]([O:11][C:4]2[C:3]3[C:7](=[CH:8][CH:9]=[CH:10][C:2]=3[F:1])[NH:6][N:5]=2)=[O:20])[CH2:15][CH2:14]1. The catalyst class is: 17. (2) Reactant: [Cl:1][C:2]1[CH:3]=[C:4]([CH:10]([C:28]([F:31])([F:30])[F:29])/[CH:11]=[CH:12]/[C:13]2[CH:14]=[C:15]3[C:20](=[CH:21][CH:22]=2)[C:19](=[O:23])[N:18]([CH2:24][C:25]([OH:27])=O)[N:17]=[CH:16]3)[CH:5]=[C:6]([Cl:9])[C:7]=1[F:8].[F:32][C:33]([F:37])([F:36])[CH2:34][NH2:35].C1CN([P+](ON2N=NC3C=CC=CC2=3)(N2CCCC2)N2CCCC2)CC1.F[P-](F)(F)(F)(F)F.CCN(C(C)C)C(C)C. Product: [Cl:1][C:2]1[CH:3]=[C:4]([CH:10]([C:28]([F:29])([F:31])[F:30])/[CH:11]=[CH:12]/[C:13]2[CH:14]=[C:15]3[C:20](=[CH:21][CH:22]=2)[C:19](=[O:23])[N:18]([CH2:24][C:25]([NH:35][CH2:34][C:33]([F:37])([F:36])[F:32])=[O:27])[N:17]=[CH:16]3)[CH:5]=[C:6]([Cl:9])[C:7]=1[F:8]. The catalyst class is: 2. (3) Reactant: Br[C:2]1[S:3][C:4]([C:28]2[CH:29]=[C:30]([CH3:34])[CH:31]=[CH:32][CH:33]=2)=[C:5]([C:7]([N:9]2[CH2:14][C@@H:13]3[C@@H:11]([CH2:12]3)[C@H:10]2[CH2:15][NH:16][C:17]([C:19]2[N:26]3[C:22]([S:23][CH:24]=[CH:25]3)=[N:21][C:20]=2[CH3:27])=[O:18])=[O:8])[N:6]=1.CCN(CC)CC.[C:42]([Si:44]([CH3:47])([CH3:46])[CH3:45])#[CH:43]. Product: [C:30]1([CH3:34])[CH:31]=[CH:32][CH:33]=[C:28]([C:4]2[S:3][C:2]([C:43]#[C:42][Si:44]([CH3:47])([CH3:46])[CH3:45])=[N:6][C:5]=2[C:7]([N:9]2[CH2:14][C@@H:13]3[C@@H:11]([CH2:12]3)[C@H:10]2[CH2:15][NH:16][C:17]([C:19]2[N:26]3[C:22]([S:23][CH:24]=[CH:25]3)=[N:21][C:20]=2[CH3:27])=[O:18])=[O:8])[CH:29]=1. The catalyst class is: 540.